The task is: Predict which catalyst facilitates the given reaction.. This data is from Catalyst prediction with 721,799 reactions and 888 catalyst types from USPTO. (1) Product: [C:20]1([C:26]2[N:30]=[C:29]([N:31]3[CH2:36][CH2:35][N:34]([C:10]([NH:9][C:6]4[CH:7]=[N:8][C:3]([C:2]([F:1])([F:18])[F:19])=[CH:4][CH:5]=4)=[O:17])[CH2:33][CH2:32]3)[S:28][N:27]=2)[CH:21]=[CH:22][CH:23]=[CH:24][CH:25]=1. The catalyst class is: 6. Reactant: [F:1][C:2]([F:19])([F:18])[C:3]1[N:8]=[CH:7][C:6]([NH:9][C:10](=[O:17])OCC(Cl)(Cl)Cl)=[CH:5][CH:4]=1.[C:20]1([C:26]2[N:30]=[C:29]([N:31]3[CH2:36][CH2:35][NH:34][CH2:33][CH2:32]3)[S:28][N:27]=2)[CH:25]=[CH:24][CH:23]=[CH:22][CH:21]=1.C(N(C(C)C)CC)(C)C.CS(C)=O. (2) Reactant: Cl.[NH2:2][C@@H:3]([CH3:8])[C:4]([O:6][CH3:7])=[O:5].C([O-])([O-])=O.[K+].[K+].[CH2:15](Br)[C:16]1[CH:21]=[CH:20][CH:19]=[CH:18][CH:17]=1. Product: [CH2:15]([N:2]([CH2:15][C:16]1[CH:21]=[CH:20][CH:19]=[CH:18][CH:17]=1)[C@@H:3]([CH3:8])[C:4]([O:6][CH3:7])=[O:5])[C:16]1[CH:21]=[CH:20][CH:19]=[CH:18][CH:17]=1. The catalyst class is: 3.